From a dataset of Full USPTO retrosynthesis dataset with 1.9M reactions from patents (1976-2016). Predict the reactants needed to synthesize the given product. Given the product [CH3:15][C:10]1([CH3:16])[C:11]([CH3:14])([CH3:13])[O:12][B:8]([C:2]2[CH2:6][CH2:5][C:4](=[O:7])[CH:3]=2)[O:9]1, predict the reactants needed to synthesize it. The reactants are: Br[C:2]1[CH2:6][CH2:5][C:4](=[O:7])[CH:3]=1.[B:8]1([B:8]2[O:12][C:11]([CH3:14])([CH3:13])[C:10]([CH3:16])([CH3:15])[O:9]2)[O:12][C:11]([CH3:14])([CH3:13])[C:10]([CH3:16])([CH3:15])[O:9]1.CC([O-])=O.[K+].